From a dataset of Forward reaction prediction with 1.9M reactions from USPTO patents (1976-2016). Predict the product of the given reaction. (1) Given the reactants [OH:1][C:2]1[CH:3]=[C:4]2[C:9](=[O:10])[N:8]([CH2:11][CH:12]([CH3:14])[CH3:13])[C:6](=[O:7])[C:5]2=[CH:15][CH:16]=1.Br[CH:18]([CH3:20])[CH3:19].C(=O)([O-])[O-].[K+].[K+], predict the reaction product. The product is: [CH2:11]([N:8]1[C:9](=[O:10])[C:4]2=[CH:3][C:2]([O:1][CH:18]([CH3:20])[CH3:19])=[CH:16][CH:15]=[C:5]2[C:6]1=[O:7])[CH:12]([CH3:13])[CH3:14]. (2) Given the reactants C(O[C:5](=[O:7])[CH3:6])(=O)C.[Cl:8][C:9]1[CH:23]=[CH:22][C:21]2[N:20]3[C:16](=[N:17][N:18]=[C:19]3[CH:24]3[CH2:29][CH2:28][N:27]([C:30]4[CH:35]=[CH:34][CH:33]=[CH:32][N:31]=4)[CH2:26][CH2:25]3)[CH2:15][NH:14][CH2:13][CH2:12][C:11]=2[CH:10]=1.C(N(CC)CC)C, predict the reaction product. The product is: [Cl:8][C:9]1[CH:23]=[CH:22][C:21]2[N:20]3[C:16](=[N:17][N:18]=[C:19]3[CH:24]3[CH2:25][CH2:26][N:27]([C:30]4[CH:35]=[CH:34][CH:33]=[CH:32][N:31]=4)[CH2:28][CH2:29]3)[CH2:15][N:14]([C:5](=[O:7])[CH3:6])[CH2:13][CH2:12][C:11]=2[CH:10]=1. (3) Given the reactants [C-:1]#[N:2].[K+].I[CH2:5][C:6]([CH2:19][O:20][CH2:21][CH2:22][CH2:23][CH2:24][CH2:25][CH2:26][CH2:27][CH3:28])([CH2:9][O:10][CH2:11][CH2:12][CH2:13][CH2:14][CH2:15][CH2:16][CH2:17][CH3:18])[CH2:7]I.C[N:30]([CH:32]=O)C, predict the reaction product. The product is: [CH2:11]([O:10][CH2:9][C:6]([CH2:19][O:20][CH2:21][CH2:22][CH2:23][CH2:24][CH2:25][CH2:26][CH2:27][CH3:28])([CH2:7][C:32]#[N:30])[CH2:5][C:1]#[N:2])[CH2:12][CH2:13][CH2:14][CH2:15][CH2:16][CH2:17][CH3:18].